From a dataset of Forward reaction prediction with 1.9M reactions from USPTO patents (1976-2016). Predict the product of the given reaction. (1) The product is: [CH2:1]([N:8]1[C:12]2[CH:13]=[CH:14][C:15]3[N:16]([C:17]([CH3:20])=[N:18][N:19]=3)[C:11]=2[CH:10]=[C:9]1[C:21]([NH:46][C@H:47]1[CH2:48][C@H:51]([C:50]#[N:49])[CH2:52]1)=[O:23])[C:2]1[CH:3]=[CH:4][CH:5]=[CH:6][CH:7]=1. Given the reactants [CH2:1]([N:8]1[C:12]2[CH:13]=[CH:14][C:15]3[N:16]([C:17]([CH3:20])=[N:18][N:19]=3)[C:11]=2[CH:10]=[C:9]1[C:21]([OH:23])=O)[C:2]1[CH:7]=[CH:6][CH:5]=[CH:4][CH:3]=1.C(N(CC)C(C)C)(C)C.F[P-](F)(F)(F)(F)F.C[N+](C)=C(N(C)C)ON1[C:48]2[N:49]=[CH:50][CH:51]=[CH:52][C:47]=2[N:46]=N1.FC(F)(F)C(O)=O.N[C@H]1C[C@H](C#N)C1, predict the reaction product. (2) Given the reactants [C:1]([C:5]1[CH:6]=[C:7]2[C:12](=[C:13]([F:15])[CH:14]=1)[C:11](=[O:16])[N:10]([C:17]1[CH:18]=[C:19]([N:23]3[CH:27]=[C:26]([C:28]#[N:29])[C:25]([NH:30][C:31]4[CH:36]=[CH:35][C:34]([C:37]([N:39]5[CH2:44][CH2:43][O:42][CH2:41][CH2:40]5)=[O:38])=[CH:33][CH:32]=4)=[N:24]3)[CH:20]=[CH:21][CH:22]=1)[N:9]=[CH:8]2)([CH3:4])([CH3:3])[CH3:2].C1C[O:48]CC1, predict the reaction product. The product is: [C:1]([C:5]1[CH:6]=[C:7]2[C:12](=[C:13]([F:15])[CH:14]=1)[C:11](=[O:16])[N:10]([C:17]1[CH:18]=[C:19]([N:23]3[CH:27]=[C:26]([C:28]([NH2:29])=[O:48])[C:25]([NH:30][C:31]4[CH:36]=[CH:35][C:34]([C:37]([N:39]5[CH2:44][CH2:43][O:42][CH2:41][CH2:40]5)=[O:38])=[CH:33][CH:32]=4)=[N:24]3)[CH:20]=[CH:21][CH:22]=1)[N:9]=[CH:8]2)([CH3:4])([CH3:2])[CH3:3]. (3) The product is: [CH:1]1[C:13]2[CH:12]([CH2:14][O:15][C:16]([NH:18][C@:19]34[CH2:55][CH2:54][C@@H:53]([CH:56]([CH3:59])[CH2:57][OH:58])[C@@H:20]3[C@@H:21]3[C@@:34]([CH3:37])([CH2:35][CH2:36]4)[C@@:33]4([CH3:38])[C@@H:24]([C@:25]5([CH3:52])[C@@H:30]([CH2:31][CH2:32]4)[C:29]([CH3:40])([CH3:39])[C:28]([C:41]4[CH:50]=[CH:49][C:44]([C:45]([O:47][CH3:48])=[O:46])=[C:43]([F:51])[CH:42]=4)=[CH:27][CH2:26]5)[CH2:23][CH2:22]3)=[O:17])[C:11]3[C:6](=[CH:7][CH:8]=[CH:9][CH:10]=3)[C:5]=2[CH:4]=[CH:3][CH:2]=1. Given the reactants [CH:1]1[C:13]2[CH:12]([CH2:14][O:15][C:16]([NH:18][C@:19]34[CH2:55][CH2:54][C@@H:53]([CH:56]([CH3:59])[CH:57]=[O:58])[C@@H:20]3[C@@H:21]3[C@@:34]([CH3:37])([CH2:35][CH2:36]4)[C@@:33]4([CH3:38])[C@@H:24]([C@:25]5([CH3:52])[C@@H:30]([CH2:31][CH2:32]4)[C:29]([CH3:40])([CH3:39])[C:28]([C:41]4[CH:50]=[CH:49][C:44]([C:45]([O:47][CH3:48])=[O:46])=[C:43]([F:51])[CH:42]=4)=[CH:27][CH2:26]5)[CH2:23][CH2:22]3)=[O:17])[C:11]3[C:6](=[CH:7][CH:8]=[CH:9][CH:10]=3)[C:5]=2[CH:4]=[CH:3][CH:2]=1.[BH4-].[Na+], predict the reaction product. (4) Given the reactants [F:1][C:2]([F:12])([F:11])[C:3]1[CH:10]=[CH:9][C:6]([C:7]#[N:8])=[CH:5][CH:4]=1.CC(C)([O-])C.[K+].[C:19]([O:23][C:24](=[O:42])[C:25]([O:28][C:29]1[CH:34]=[CH:33][C:32]([CH2:35][CH2:36][CH2:37][C:38]([NH:40][NH2:41])=O)=[CH:31][CH:30]=1)([CH3:27])[CH3:26])([CH3:22])([CH3:21])[CH3:20], predict the reaction product. The product is: [C:19]([O:23][C:24](=[O:42])[C:25]([CH3:27])([O:28][C:29]1[CH:34]=[CH:33][C:32]([CH2:35][CH2:36][CH2:37][C:38]2[NH:40][N:41]=[C:7]([C:6]3[CH:5]=[CH:4][C:3]([C:2]([F:1])([F:11])[F:12])=[CH:10][CH:9]=3)[N:8]=2)=[CH:31][CH:30]=1)[CH3:26])([CH3:21])([CH3:20])[CH3:22]. (5) The product is: [CH3:5][C:6]1[CH:7]=[CH:8][C:9]([O:12][CH2:13][C:14]2[CH:19]=[CH:18][C:17]([CH2:20][CH2:21][N+:22]([O-:24])=[O:23])=[CH:16][CH:15]=2)=[N:10][CH:11]=1. Given the reactants CS(C)=O.[CH3:5][C:6]1[CH:7]=[CH:8][C:9]([O:12][CH2:13][C:14]2[CH:19]=[CH:18][C:17](/[CH:20]=[CH:21]/[N+:22]([O-:24])=[O:23])=[CH:16][CH:15]=2)=[N:10][CH:11]=1.C(O)(=O)C.[BH4-].[Na+], predict the reaction product.